This data is from Cav3 T-type calcium channel HTS with 100,875 compounds. The task is: Binary Classification. Given a drug SMILES string, predict its activity (active/inactive) in a high-throughput screening assay against a specified biological target. (1) The drug is S=C(NNc1ccccc1)/N=N\c1ccccc1. The result is 0 (inactive). (2) The molecule is FC(F)(F)c1cc(Oc2cc(F)ccc2)c(nc1)C(=O)N. The result is 0 (inactive).